From a dataset of Forward reaction prediction with 1.9M reactions from USPTO patents (1976-2016). Predict the product of the given reaction. Given the reactants [C:1]([O:5][C:6]([N:8]1[CH2:13][CH2:12][N:11]([C:14]2[CH:19]=[CH:18][C:17]([C:20]3[C:21]([NH:25][C@H:26]([C:31]([O:33]C)=[O:32])[CH2:27][CH:28]([CH3:30])[CH3:29])=[N:22][O:23][N:24]=3)=[CH:16][CH:15]=2)[CH2:10][CH2:9]1)=[O:7])([CH3:4])([CH3:3])[CH3:2].[Li+].[OH-].Cl, predict the reaction product. The product is: [C:1]([O:5][C:6]([N:8]1[CH2:13][CH2:12][N:11]([C:14]2[CH:15]=[CH:16][C:17]([C:20]3[C:21]([NH:25][C@H:26]([C:31]([OH:33])=[O:32])[CH2:27][CH:28]([CH3:29])[CH3:30])=[N:22][O:23][N:24]=3)=[CH:18][CH:19]=2)[CH2:10][CH2:9]1)=[O:7])([CH3:2])([CH3:4])[CH3:3].